Dataset: Peptide-MHC class II binding affinity with 134,281 pairs from IEDB. Task: Regression. Given a peptide amino acid sequence and an MHC pseudo amino acid sequence, predict their binding affinity value. This is MHC class II binding data. (1) The peptide sequence is EDVGYPIIIDQKYCP. The MHC is HLA-DQA10201-DQB10202 with pseudo-sequence HLA-DQA10201-DQB10202. The binding affinity (normalized) is 0.0775. (2) The peptide sequence is NSLILLECFVRSTPA. The MHC is DRB1_0101 with pseudo-sequence DRB1_0101. The binding affinity (normalized) is 0.716. (3) The peptide sequence is KGGRKPARLIVFPDLGVRVC. The MHC is DRB1_1201 with pseudo-sequence DRB1_1201. The binding affinity (normalized) is 0.274. (4) The MHC is DRB1_0101 with pseudo-sequence DRB1_0101. The binding affinity (normalized) is 0.710. The peptide sequence is AQMNQAFRNIVNMLH. (5) The peptide sequence is AYESYKFIPALEAAV. The MHC is HLA-DPA10103-DPB10301 with pseudo-sequence HLA-DPA10103-DPB10301. The binding affinity (normalized) is 0.925. (6) The peptide sequence is FEKFFEPKSQFGFFV. The MHC is DRB1_0101 with pseudo-sequence DRB1_0101. The binding affinity (normalized) is 0.290. (7) The peptide sequence is ALTKAITAMSEVQKV. The MHC is HLA-DPA10103-DPB10201 with pseudo-sequence YAFFMFSGGAILNTLFGQFEYFDIEEVRMHLGMT. The binding affinity (normalized) is 0.132. (8) The peptide sequence is YDKFLANVSTVLFGK. The MHC is DRB1_0802 with pseudo-sequence DRB1_0802. The binding affinity (normalized) is 0.728.